This data is from Full USPTO retrosynthesis dataset with 1.9M reactions from patents (1976-2016). The task is: Predict the reactants needed to synthesize the given product. (1) The reactants are: [Cl:1][C:2]1[CH:7]=[C:6]([O:8][CH3:9])[C:5]([N+:10]([O-])=O)=[CH:4][C:3]=1[I:13]. Given the product [Cl:1][C:2]1[C:3]([I:13])=[CH:4][C:5]([NH2:10])=[C:6]([O:8][CH3:9])[CH:7]=1, predict the reactants needed to synthesize it. (2) Given the product [N:31]1([CH2:30][CH2:29][O:15][N:14]=[C:12]([C@@H:11]2[C@:16]3([CH3:24])[C@H:8]([C@H:7]4[C@H:19]([CH2:18][CH2:17]3)[C@:20]3([CH3:23])[C:4]([CH2:3][C@@H:2]([OH:1])[CH2:22][CH2:21]3)=[CH:5][CH2:6]4)[CH2:9][CH2:10]2)[CH3:13])[CH2:35][CH2:34][CH2:33][CH2:32]1, predict the reactants needed to synthesize it. The reactants are: [OH:1][C@H:2]1[CH2:22][CH2:21][C@@:20]2([CH3:23])[C:4](=[CH:5][CH2:6][C@@H:7]3[C@@H:19]2[CH2:18][CH2:17][C@@:16]2([CH3:24])[C@H:8]3[CH2:9][CH2:10][C@@H:11]2[C:12](=[N:14][OH:15])[CH3:13])[CH2:3]1.[H-].[Na+].Cl.Cl[CH2:29][CH2:30][N:31]1[CH2:35][CH2:34][CH2:33][CH2:32]1. (3) Given the product [F:1][C:2]1[CH:3]=[C:4]([CH:29]=[C:30]([N:32]2[CH2:37][CH2:36][CH2:35][CH2:34][CH2:33]2)[CH:31]=1)[C:5]([NH:7][C:8]1[C:17]2[C:12](=[CH:13][CH:14]=[CH:15][CH:16]=2)[C:11]([O:18][C:19]2[CH:24]=[CH:23][N:22]=[C:21]([N:38]3[CH2:43][CH2:42][CH2:41][CH:40]([OH:44])[CH2:39]3)[N:20]=2)=[CH:10][CH:9]=1)=[O:6], predict the reactants needed to synthesize it. The reactants are: [F:1][C:2]1[CH:3]=[C:4]([CH:29]=[C:30]([N:32]2[CH2:37][CH2:36][CH2:35][CH2:34][CH2:33]2)[CH:31]=1)[C:5]([NH:7][C:8]1[C:17]2[C:12](=[CH:13][CH:14]=[CH:15][CH:16]=2)[C:11]([O:18][C:19]2[CH:24]=[CH:23][N:22]=[C:21](S(C)(=O)=O)[N:20]=2)=[CH:10][CH:9]=1)=[O:6].[NH:38]1[CH2:43][CH2:42][CH2:41][CH:40]([OH:44])[CH2:39]1. (4) Given the product [C:7]([O:1][C:36](=[O:6])[NH:24][CH2:23][C:22]1[CH:25]=[CH:26][C:19]([Cl:18])=[CH:20][C:21]=1[S:27]([CH3:29])(=[O:4])=[O:3])([CH3:17])([CH3:12])[CH3:8], predict the reactants needed to synthesize it. The reactants are: [O-2:1].[Al+3].[O-2:3].[O-2:4].[Al+3].[OH2:6].[C:7]1([CH3:17])[CH:12]=CC(S(O)(=O)=O)=C[CH:8]=1.[Cl:18][C:19]1[CH:26]=[CH:25][C:22]([CH2:23][NH2:24])=[C:21]([S:27]([CH3:29])=O)[CH:20]=1.OOS([O-])=O.[K+].[CH:36](Cl)(Cl)Cl. (5) Given the product [Cl:1][C:2]1[CH:21]=[C:20]([Cl:22])[CH:19]=[CH:18][C:3]=1[O:4][CH2:5][C:6]([NH:8][C:9]1[CH:10]=[C:11]([CH:15]=[CH:16][N:17]=1)[C:12]([NH:33][CH2:31][CH2:45][CH2:43][N:39]1[CH2:38][CH2:37][O:50][CH2:42][CH2:40]1)=[O:14])=[O:7], predict the reactants needed to synthesize it. The reactants are: [Cl:1][C:2]1[CH:21]=[C:20]([Cl:22])[CH:19]=[CH:18][C:3]=1[O:4][CH2:5][C:6]([NH:8][C:9]1[CH:10]=[C:11]([CH:15]=[CH:16][N:17]=1)[C:12]([OH:14])=O)=[O:7].C(Cl)CCl.C1C=CC2N(O)N=[N:33][C:31]=2C=1.[CH3:37][CH2:38][N:39]([CH:43]([CH3:45])C)[CH:40]([CH3:42])C.CN(C=[O:50])C.